From a dataset of Reaction yield outcomes from USPTO patents with 853,638 reactions. Predict the reaction yield, written as a fraction of the theoretical maximum amount of product (1.0 means a 100% yield; for example, 0.34 means a 34% yield). (1) The reactants are [OH:1][CH2:2][CH2:3][CH:4]([C:6]1[CH:14]=[CH:13][C:9]([C:10]([OH:12])=O)=[CH:8][CH:7]=1)[CH3:5].ON1C2C=CC=CC=2N=N1.C(N(CC)CC)C.[NH2:32][CH2:33][C:34]1[C:35]([OH:42])=[N:36][C:37]([CH3:41])=[CH:38][C:39]=1[CH3:40]. The catalyst is ClCCl. The product is [OH:42][C:35]1[C:34]([CH2:33][NH:32][C:10](=[O:12])[C:9]2[CH:8]=[CH:7][C:6]([CH:4]([CH2:3][CH2:2][OH:1])[CH3:5])=[CH:14][CH:13]=2)=[C:39]([CH3:40])[CH:38]=[C:37]([CH3:41])[N:36]=1. The yield is 0.0830. (2) The reactants are [CH3:1][O:2][C:3]([C:5]1[C:10]([NH:11][C:12]2[CH:17]=[CH:16][C:15]([Si](C)(C)C)=[CH:14][C:13]=2[F:22])=[N:9][C:8]([CH2:23][NH:24][CH:25]=[O:26])=[CH:7][N:6]=1)=[O:4].C1C(=O)N([Br:34])C(=O)C1. The catalyst is ClCCl.C(OCC)(=O)C. The product is [CH3:1][O:2][C:3]([C:5]1[C:10]([NH:11][C:12]2[CH:17]=[CH:16][C:15]([Br:34])=[CH:14][C:13]=2[F:22])=[N:9][C:8]([CH2:23][NH:24][CH:25]=[O:26])=[CH:7][N:6]=1)=[O:4]. The yield is 0.801. (3) The reactants are [N:1]1[CH:6]=[CH:5][N:4]=[CH:3][C:2]=1[C:7]1[N:11]2[CH2:12][CH2:13][N:14]([C:16]([O:18][CH2:19][CH2:20][Si:21]([CH3:24])([CH3:23])[CH3:22])=[O:17])[CH2:15][C:10]2=[N:9][N:8]=1.C(Cl)(Cl)Cl.CC#N.I([O-])(=O)(=O)=[O:33].[Na+]. The catalyst is O.O.[Ru](=O)=O. The product is [O:33]=[C:15]1[N:14]([C:16]([O:18][CH2:19][CH2:20][Si:21]([CH3:24])([CH3:23])[CH3:22])=[O:17])[CH2:13][CH2:12][N:11]2[C:7]([C:2]3[CH:3]=[N:4][CH:5]=[CH:6][N:1]=3)=[N:8][N:9]=[C:10]12. The yield is 0.630. (4) The reactants are [Cl:1][CH2:2][C:3]([CH2:5]Cl)=O.[NH2:7][C:8]1[CH:13]=[CH:12][CH:11]=[CH:10][N:9]=1. The catalyst is COCCOC. The product is [Cl:1][CH2:2][C:3]1[N:7]=[C:8]2[CH:13]=[CH:12][CH:11]=[CH:10][N:9]2[CH:5]=1. The yield is 0.550.